Task: Predict which catalyst facilitates the given reaction.. Dataset: Catalyst prediction with 721,799 reactions and 888 catalyst types from USPTO (1) Reactant: Cl[C:2]1[C:7](Cl)=[N:6][CH:5]=[CH:4][N:3]=1.[NH2:9][C:10]1[CH:15]=[CH:14][C:13]([CH3:16])=[CH:12][CH:11]=1. Product: [CH3:16][C:13]1[CH:14]=[CH:15][C:10]([NH:9][C:2]2[C:7]([NH:9][C:10]3[CH:15]=[CH:14][C:13]([CH3:16])=[CH:12][CH:11]=3)=[N:6][CH:5]=[CH:4][N:3]=2)=[CH:11][CH:12]=1. The catalyst class is: 4. (2) Reactant: C([O-])([O-])=O.[Cs+].[Cs+].C[O:8][C:9](=[O:19])[C:10]1[CH:15]=[C:14]([Cl:16])[C:13]([CH3:17])=[CH:12][C:11]=1Br.[NH:20]1[CH:24]=[CH:23][N:22]=[N:21]1. Product: [Cl:16][C:14]1[C:13]([CH3:17])=[CH:12][C:11]([N:21]2[N:22]=[CH:23][CH:24]=[N:20]2)=[C:10]([CH:15]=1)[C:9]([OH:8])=[O:19]. The catalyst class is: 3. (3) Reactant: [C:1]([O:8][CH3:9])(=[O:7])[CH2:2][C:3]([O:5][CH3:6])=[O:4].[OH:10][C:11]1[CH:18]=[C:17](O)[CH:16]=[CH:15][C:12]=1C=O.N1CCCCC1.C(O)(=O)C. Product: [OH:10][C:11]1[CH:18]=[C:6]2[C:16]([CH:17]=[C:2]([C:1]([O:8][CH3:9])=[O:7])[C:3](=[O:4])[O:5]2)=[CH:15][CH:12]=1. The catalyst class is: 8. (4) Reactant: Br[C:2]1[CH:11]=[CH:10][C:5]([O:6][CH2:7][CH2:8][OH:9])=[C:4]([Cl:12])[CH:3]=1.[I-:13].[Na+].CN(C)CCN.N. Product: [Cl:12][C:4]1[CH:3]=[C:2]([I:13])[CH:11]=[CH:10][C:5]=1[O:6][CH2:7][CH2:8][OH:9]. The catalyst class is: 185. (5) Reactant: [C:1]([C:5]1[CH:6]=[C:7]([NH:11][C:12]([NH:14][C:15]2[CH:20]=[C:19]([O:21][CH:22]3[CH2:27][CH2:26][NH:25][CH2:24][CH2:23]3)[CH:18]=[C:17]([F:28])[CH:16]=2)=[O:13])[N:8]([CH3:10])[N:9]=1)([CH3:4])([CH3:3])[CH3:2].C1([O:35][C:36](=O)[NH2:37])C=CC=CC=1.C(N(CC)C(C)C)(C)C.C(=O)(O)[O-].[Na+]. Product: [C:1]([C:5]1[CH:6]=[C:7]([NH:11][C:12](=[O:13])[NH:14][C:15]2[CH:20]=[C:19]([CH:18]=[C:17]([F:28])[CH:16]=2)[O:21][CH:22]2[CH2:23][CH2:24][N:25]([C:36]([NH2:37])=[O:35])[CH2:26][CH2:27]2)[N:8]([CH3:10])[N:9]=1)([CH3:4])([CH3:2])[CH3:3]. The catalyst class is: 148. (6) The catalyst class is: 3. Product: [CH3:22][O:21][C:15]1[CH:14]=[C:13]2[C:18](=[CH:17][C:16]=1[O:19][CH3:20])[C:9]([C:7]([C:6]1[CH:25]=[CH:26][CH:27]=[C:4]([O:3][CH2:1][CH3:2])[CH:5]=1)=[O:8])=[N:10][CH:11]=[C:12]2[C:23]1[NH:30][N:29]=[N:28][N:24]=1. Reactant: [CH2:1]([O:3][C:4]1[CH:5]=[C:6]([CH:25]=[CH:26][CH:27]=1)[C:7]([C:9]1[C:18]2[C:13](=[CH:14][C:15]([O:21][CH3:22])=[C:16]([O:19][CH3:20])[CH:17]=2)[C:12]([C:23]#[N:24])=[CH:11][N:10]=1)=[O:8])[CH3:2].[N-:28]=[N+:29]=[N-:30].[Na+].[Cl-].[NH4+].